Dataset: Reaction yield outcomes from USPTO patents with 853,638 reactions. Task: Predict the reaction yield, written as a fraction of the theoretical maximum amount of product (1.0 means a 100% yield; for example, 0.34 means a 34% yield). (1) The reactants are C(NC(C)C)(C)C.[CH2:8]([O:10][C:11]([CH:13]1[CH2:18][CH2:17][N:16]([CH2:19][C:20]2[CH:25]=[CH:24][CH:23]=[CH:22][CH:21]=2)[CH2:15][CH2:14]1)=[O:12])[CH3:9].Br[CH2:27][CH2:28][O:29][CH3:30]. The catalyst is C1COCC1.CCCCCC.C(OCC)(=O)C. The product is [CH2:8]([O:10][C:11]([C:13]1([CH2:27][CH2:28][O:29][CH3:30])[CH2:14][CH2:15][N:16]([CH2:19][C:20]2[CH:21]=[CH:22][CH:23]=[CH:24][CH:25]=2)[CH2:17][CH2:18]1)=[O:12])[CH3:9]. The yield is 0.840. (2) The reactants are C([NH:8][C:9]1[C:10]([CH3:25])=[CH:11][C:12]2[O:16][CH2:15][CH:14]([C:17]3[CH:22]=[CH:21][CH:20]=[CH:19][CH:18]=3)[C:13]=2[C:23]=1[CH3:24])C1C=CC=CC=1. The catalyst is C(OCC)(=O)C.CCCCCC. The product is [CH3:24][C:23]1[C:13]2[CH:14]([C:17]3[CH:22]=[CH:21][CH:20]=[CH:19][CH:18]=3)[CH2:15][O:16][C:12]=2[CH:11]=[C:10]([CH3:25])[C:9]=1[NH2:8]. The yield is 0.840. (3) The reactants are [CH3:1][C:2]1[C:25]([CH3:26])=[CH:24][CH:23]=[CH:22][C:3]=1[O:4][CH2:5][CH2:6][CH2:7][C:8]([N:10]1[C:19]2[CH:18]=[CH:17][CH:16]=[C:15]([C:20]#[N:21])[C:14]=2[CH2:13][CH2:12][CH2:11]1)=[O:9].C([Sn](CCCC)=O)CCC.[Si]([N:41]=[N+:42]=[N-:43])(C)(C)C. The catalyst is COCCOC. The product is [NH:41]1[C:20]([C:15]2[CH:16]=[CH:17][CH:18]=[C:19]3[C:14]=2[CH2:13][CH2:12][CH2:11][N:10]3[C:8](=[O:9])[CH2:7][CH2:6][CH2:5][O:4][C:3]2[CH:22]=[CH:23][CH:24]=[C:25]([CH3:26])[C:2]=2[CH3:1])=[N:21][N:43]=[N:42]1. The yield is 0.820. (4) The reactants are [CH3:1][N:2]1[CH2:7][CH2:6][NH:5][CH2:4][CH2:3]1.[CH2:8]([O:15][C:16]1[CH:21]=[C:20]([O:22][CH2:23][C:24]2[CH:29]=[CH:28][CH:27]=[CH:26][CH:25]=2)[C:19]([Cl:30])=[CH:18][C:17]=1[C:31]1[O:35][N:34]=[C:33]([C:36]([O:38]CC)=O)[CH:32]=1)[C:9]1[CH:14]=[CH:13][CH:12]=[CH:11][CH:10]=1.O.CCOC(C)=O. The catalyst is CCO. The product is [CH2:8]([O:15][C:16]1[CH:21]=[C:20]([O:22][CH2:23][C:24]2[CH:29]=[CH:28][CH:27]=[CH:26][CH:25]=2)[C:19]([Cl:30])=[CH:18][C:17]=1[C:31]1[O:35][N:34]=[C:33]([C:36]([N:5]2[CH2:6][CH2:7][N:2]([CH3:1])[CH2:3][CH2:4]2)=[O:38])[CH:32]=1)[C:9]1[CH:10]=[CH:11][CH:12]=[CH:13][CH:14]=1. The yield is 0.570.